This data is from Forward reaction prediction with 1.9M reactions from USPTO patents (1976-2016). The task is: Predict the product of the given reaction. (1) Given the reactants [NH:1]1[CH:5]=[C:4]([NH:6][C:7]([C:9]2[C:17]3[C:12](=[CH:13][C:14]([C:18]4[CH:19]=[N:20][N:21](C5CCCCO5)[CH:22]=4)=[CH:15][CH:16]=3)[N:11](COCC[Si](C)(C)C)[N:10]=2)=[O:8])[CH:3]=[N:2]1.Br[CH2:38][C:39]1[CH:40]=[CH:41][CH:42]=[C:43]2[C:48]=1[N:47]=[CH:46][CH:45]=[CH:44]2.C(=O)([O-])[O-].[Cs+].[Cs+].C([SiH](C(C)C)C(C)C)(C)C, predict the reaction product. The product is: [N:47]1[C:48]2[C:43](=[CH:42][CH:41]=[CH:40][C:39]=2[CH2:38][N:2]2[CH:3]=[C:4]([NH:6][C:7]([C:9]3[C:17]4[C:12](=[CH:13][C:14]([C:18]5[CH:22]=[N:21][NH:20][CH:19]=5)=[CH:15][CH:16]=4)[NH:11][N:10]=3)=[O:8])[CH:5]=[N:1]2)[CH:44]=[CH:45][CH:46]=1. (2) Given the reactants [F:1][C:2]([F:31])([F:30])[C:3]1[CH:8]=[CH:7][C:6]([C:9]2[CH:10]=[C:11]([CH2:26][C:27]([OH:29])=[O:28])[CH:12]=[CH:13][C:14]=2[C:15]2[CH:20]=[CH:19][C:18]([C:21]([F:24])([F:23])[F:22])=[CH:17][C:16]=2[Cl:25])=[CH:5][CH:4]=1.Br[CH2:33][C:34]([CH3:36])=[CH2:35].C([N-]C(C)C)(C)C.[Li+].C([Li])CCC.C(=O)=O, predict the reaction product. The product is: [F:31][C:2]([F:1])([F:30])[C:3]1[CH:4]=[CH:5][C:6]([C:9]2[CH:10]=[C:11]([CH:26]([CH2:35][C:34]([CH3:36])=[CH2:33])[C:27]([OH:29])=[O:28])[CH:12]=[CH:13][C:14]=2[C:15]2[CH:20]=[CH:19][C:18]([C:21]([F:24])([F:23])[F:22])=[CH:17][C:16]=2[Cl:25])=[CH:7][CH:8]=1. (3) Given the reactants [Br:1][C:2]1[CH:3]=[C:4]([CH:8]=[CH:9][C:10]=1[CH3:11])[C:5]([OH:7])=O.[NH:12]1[CH2:17][CH2:16][O:15][CH2:14][CH2:13]1.[Cl-].[NH4+], predict the reaction product. The product is: [Br:1][C:2]1[CH:3]=[C:4]([C:5]([N:12]2[CH2:17][CH2:16][O:15][CH2:14][CH2:13]2)=[O:7])[CH:8]=[CH:9][C:10]=1[CH3:11]. (4) Given the reactants OC1[N:3]=C2C=C(OCC3SC=C(C(C)C)N=3)C=CN2C(=O)C=1/C=C/C(OC(C)(C)C)=O.[CH:32]1([C:36]2[N:37]=[C:38]([NH:41][C:42]([C:44]3[CH:72]=[CH:71][N:47]4[C:48](=[O:70])[C:49](/[CH:61]=[CH:62]/[C:63]([O:65]C(C)(C)C)=[O:64])=[C:50]([N:52]5[CH2:57][CH2:56][CH2:55][CH:54]([O:58][CH:59]=[O:60])[CH2:53]5)[N:51]=[C:46]4[CH:45]=3)=[O:43])[S:39][CH:40]=2)[CH2:35][CH2:34][CH2:33]1, predict the reaction product. The product is: [NH2:3][C:59]([O:58][CH:54]1[CH2:55][CH2:56][CH2:57][N:52]([C:50]2[N:51]=[C:46]3[CH:45]=[C:44]([C:42]([NH:41][C:38]4[S:39][CH:40]=[C:36]([CH:32]5[CH2:33][CH2:34][CH2:35]5)[N:37]=4)=[O:43])[CH:72]=[CH:71][N:47]3[C:48](=[O:70])[C:49]=2/[CH:61]=[CH:62]/[C:63]([OH:65])=[O:64])[CH2:53]1)=[O:60]. (5) Given the reactants Cl[C:2]1[N:7]=[CH:6][C:5]2[O:8][C:9]3[C:14]([C:15]4([CH2:16][O:17][CH2:18][CH2:19][C:20]([NH2:22])=[N:21]4)[C:4]=2[CH:3]=1)=[CH:13][C:12]([C:23]1[C:24]([F:29])=[N:25][CH:26]=[CH:27][CH:28]=1)=[CH:11][CH:10]=3.[F:30][C:31]1[CH:36]=[C:35](B(O)O)[CH:34]=[CH:33][N:32]=1.P([O-])([O-])([O-])=O.[K+].[K+].[K+], predict the reaction product. The product is: [F:29][C:24]1[C:23]([C:12]2[CH:13]=[C:14]3[C:15]4([CH2:16][O:17][CH2:18][CH2:19][C:20]([NH2:22])=[N:21]4)[C:4]4[CH:3]=[C:2]([C:35]5[CH:34]=[CH:33][N:32]=[C:31]([F:30])[CH:36]=5)[N:7]=[CH:6][C:5]=4[O:8][C:9]3=[CH:10][CH:11]=2)=[CH:28][CH:27]=[CH:26][N:25]=1.